Dataset: Full USPTO retrosynthesis dataset with 1.9M reactions from patents (1976-2016). Task: Predict the reactants needed to synthesize the given product. (1) The reactants are: [F:1][C:2]1[CH:3]=[C:4]([CH2:15][C:16]([OH:18])=O)[CH:5]=[CH:6][C:7]=1[C:8]1[CH:13]=[CH:12][N:11]=[C:10]([F:14])[CH:9]=1.[N:19]1[CH:24]=[CH:23][CH:22]=[C:21]([C:25]2[CH:26]=[CH:27][C:28]([NH2:31])=[N:29][CH:30]=2)[N:20]=1.CCN(C(C)C)C(C)C.F[P-](F)(F)(F)(F)F.N1(OC(N(C)C)=[N+](C)C)C2N=CC=CC=2N=N1. Given the product [F:1][C:2]1[CH:3]=[C:4]([CH2:15][C:16]([NH:31][C:28]2[CH:27]=[CH:26][C:25]([C:21]3[N:20]=[N:19][CH:24]=[CH:23][CH:22]=3)=[CH:30][N:29]=2)=[O:18])[CH:5]=[CH:6][C:7]=1[C:8]1[CH:13]=[CH:12][N:11]=[C:10]([F:14])[CH:9]=1, predict the reactants needed to synthesize it. (2) Given the product [Br:1][C:2]1[CH:3]=[N:4][C:5]2[N:6]([N:8]=[C:9]([C:11]([N:20]3[CH2:19][CH2:18][C:17]4[C:22](=[CH:23][C:24]([Cl:25])=[C:15]([Cl:14])[CH:16]=4)[CH:21]3[CH3:26])=[O:13])[CH:10]=2)[CH:7]=1, predict the reactants needed to synthesize it. The reactants are: [Br:1][C:2]1[CH:3]=[N:4][C:5]2[N:6]([N:8]=[C:9]([C:11]([OH:13])=O)[CH:10]=2)[CH:7]=1.[Cl:14][C:15]1[CH:16]=[C:17]2[C:22](=[CH:23][C:24]=1[Cl:25])[CH:21]([CH3:26])[NH:20][CH2:19][CH2:18]2.